Dataset: hERG Central: cardiac toxicity at 1µM, 10µM, and general inhibition. Task: Predict hERG channel inhibition at various concentrations. (1) The molecule is O=C(CN1CCOCC1)Nc1ncc(Cc2cccc(Cl)c2Cl)s1. Results: hERG_inhib (hERG inhibition (general)): blocker. (2) The molecule is Cc1cccc2nc(CSc3ccc(Cl)cc3)cn12. Results: hERG_inhib (hERG inhibition (general)): blocker.